From a dataset of Catalyst prediction with 721,799 reactions and 888 catalyst types from USPTO. Predict which catalyst facilitates the given reaction. (1) Reactant: [CH2:1]([N:8]1[CH2:12][C@@H:11]([CH2:13][NH:14][CH:15]([CH3:17])[CH3:16])[C@@H:10]([CH2:18][N:19]([CH:36]([CH3:38])[CH3:37])[C:20](=[O:35])[C:21]2[CH:26]=[CH:25][C:24]([O:27][CH3:28])=[C:23]([O:29][CH2:30][CH2:31][CH2:32][O:33][CH3:34])[CH:22]=2)[CH2:9]1)[C:2]1[CH:7]=[CH:6][CH:5]=[CH:4][CH:3]=1.C(N(CC)CC)C.[C:46]1([CH2:52][C:53](Cl)=[O:54])[CH:51]=[CH:50][CH:49]=[CH:48][CH:47]=1.[OH-].[Na+]. Product: [CH2:1]([N:8]1[CH2:12][C@@H:11]([CH2:13][N:14]([CH:15]([CH3:17])[CH3:16])[C:53](=[O:54])[CH2:52][C:46]2[CH:51]=[CH:50][CH:49]=[CH:48][CH:47]=2)[C@@H:10]([CH2:18][N:19]([CH:36]([CH3:38])[CH3:37])[C:20](=[O:35])[C:21]2[CH:26]=[CH:25][C:24]([O:27][CH3:28])=[C:23]([O:29][CH2:30][CH2:31][CH2:32][O:33][CH3:34])[CH:22]=2)[CH2:9]1)[C:2]1[CH:7]=[CH:6][CH:5]=[CH:4][CH:3]=1. The catalyst class is: 79. (2) Reactant: [OH:1][N:2]=[CH:3][C:4]1[CH:5]=[N:6][C:7]([O:10][CH3:11])=[CH:8][CH:9]=1.C(#N)C.P([O-])([O-])([O-])=[O:16].S([O-])(O[O-])(=O)=O.[K+].[K+]. Product: [CH3:11][O:10][C:7]1[CH:8]=[CH:9][C:4]([CH2:3][N+:2]([O-:16])=[O:1])=[CH:5][N:6]=1. The catalyst class is: 283.